From a dataset of Retrosynthesis with 50K atom-mapped reactions and 10 reaction types from USPTO. Predict the reactants needed to synthesize the given product. (1) Given the product CCOC(=O)C1CCN(c2ccccc2OC)CC1, predict the reactants needed to synthesize it. The reactants are: CCOC(=O)C1CCNCC1.COc1ccccc1B(O)O. (2) Given the product COCCCn1cc(CN(C(=O)C2CNCCC2(O)c2ccc(F)c(F)c2)C2CC2)c2ccccc21, predict the reactants needed to synthesize it. The reactants are: COCCCn1cc(CN(C(=O)[C@H]2CN(C(=O)OC(C)(C)C)CC[C@]2(O)c2ccc(F)c(F)c2)C2CC2)c2ccccc21. (3) Given the product CC(C)(C)OC(=O)N1CCC(Nc2cccc3cnccc23)C1, predict the reactants needed to synthesize it. The reactants are: CC(C)(C)OC(=O)N1CCC(=O)C1.Nc1cccc2cnccc12. (4) Given the product CC/C(=C(\c1ccc(O)cc1)c1ccc(OCCN(C)C)nc1)c1ccccc1, predict the reactants needed to synthesize it. The reactants are: CC/C(=C(\c1ccc(O)cc1)c1ccc(Cl)nc1)c1ccccc1.CN(C)CCO. (5) Given the product CCOC(=O)Cc1ccc(-c2nc(COc3ccc(COc4nn(-c5ccccc5)cc4/C=C\c4csc(C(C)C)n4)cc3OC)c(C)o2)cc1, predict the reactants needed to synthesize it. The reactants are: CC(C)c1nc(C[P+](c2ccccc2)(c2ccccc2)c2ccccc2)cs1.CCOC(=O)Cc1ccc(-c2nc(COc3ccc(COc4nn(-c5ccccc5)cc4C=O)cc3OC)c(C)o2)cc1. (6) The reactants are: Cn1c(=O)[nH]c(=O)c2sc(C(=O)O)cc21.NCc1ccccc1. Given the product Cn1c(=O)[nH]c(=O)c2sc(C(=O)NCc3ccccc3)cc21, predict the reactants needed to synthesize it. (7) Given the product O=C1CCN(c2ccc(NS(=O)(=O)c3ccc(S(=O)(=O)c4ccc(C(F)(F)F)cn4)s3)cc2)CC1, predict the reactants needed to synthesize it. The reactants are: Nc1ccc(N2CCC(=O)CC2)cc1.O=S(=O)(Cl)c1ccc(S(=O)(=O)c2ccc(C(F)(F)F)cn2)s1.